The task is: Predict the reaction yield, written as a fraction of the theoretical maximum amount of product (1.0 means a 100% yield; for example, 0.34 means a 34% yield).. This data is from Reaction yield outcomes from USPTO patents with 853,638 reactions. (1) The reactants are [NH2:1][C:2]([NH2:4])=[O:3].[F:5][CH:6]([C:11](OC)=[O:12])[C:7](OC)=[O:8].C[O-].[Na+]. The catalyst is CO. The product is [F:5][C:6]1[C:7](=[O:8])[NH:1][C:2](=[O:3])[NH:4][C:11]=1[OH:12]. The yield is 0.550. (2) The reactants are C[O:2][C:3](=[O:36])[CH:4]([O:33][CH2:34][CH3:35])[CH2:5][C:6]1[CH:11]=[CH:10][C:9]([CH2:12][CH2:13][N:14]([CH2:26][CH2:27][CH2:28][CH2:29][CH2:30][CH2:31][CH3:32])[C:15]([NH:17][C:18]2[CH:23]=[CH:22][C:21]([F:24])=[CH:20][C:19]=2[F:25])=[O:16])=[CH:8][CH:7]=1.[Li+].[OH-]. The catalyst is O1CCCC1. The product is [F:25][C:19]1[CH:20]=[C:21]([F:24])[CH:22]=[CH:23][C:18]=1[NH:17][C:15](=[O:16])[N:14]([CH2:13][CH2:12][C:9]1[CH:8]=[CH:7][C:6]([CH2:5][CH:4]([O:33][CH2:34][CH3:35])[C:3]([OH:36])=[O:2])=[CH:11][CH:10]=1)[CH2:26][CH2:27][CH2:28][CH2:29][CH2:30][CH2:31][CH3:32]. The yield is 0.620.